This data is from Reaction yield outcomes from USPTO patents with 853,638 reactions. The task is: Predict the reaction yield, written as a fraction of the theoretical maximum amount of product (1.0 means a 100% yield; for example, 0.34 means a 34% yield). (1) The reactants are [CH3:1][O:2][CH2:3][CH2:4][N:5]1[CH:10]=[CH:9][C:8]([C:11]([O:13]C)=[O:12])=[CH:7][C:6]1=[O:15].[OH-].[Na+]. The catalyst is O1CCOCC1. The product is [CH3:1][O:2][CH2:3][CH2:4][N:5]1[CH:10]=[CH:9][C:8]([C:11]([OH:13])=[O:12])=[CH:7][C:6]1=[O:15]. The yield is 0.690. (2) The reactants are [CH2:1]1[CH2:6][C@H:5]([C:7]([OH:9])=[O:8])[CH2:4][CH2:3][C@H:2]1[CH2:10][NH2:11].[C:12]([O:17][CH2:18][C:19]1(OC(ON2C(=O)CCC2=O)=O)[CH2:24][CH2:23][CH2:22][CH2:21][CH2:20]1)(=[O:16])[CH2:13][CH2:14][CH3:15].CC([O:40][CH3:41])(C)C.CC(C)=[O:44].O. No catalyst specified. The product is [C:12]([O:17][CH:18]([CH:19]1[CH2:20][CH2:21][CH2:22][CH2:23][CH2:24]1)[O:44][C:41]([NH:11][CH2:10][C@H:2]1[CH2:3][CH2:4][C@H:5]([C:7]([OH:9])=[O:8])[CH2:6][CH2:1]1)=[O:40])(=[O:16])[CH2:13][CH2:14][CH3:15]. The yield is 0.430. (3) The product is [Cl:1][CH2:2]/[C:3](/[O:10][CH3:11])=[CH:4]\[C:5]([O:7][CH2:8][CH3:9])=[O:6]. The catalyst is S(=O)(=O)(O)O.C(Cl)(Cl)Cl. The yield is 0.240. The reactants are [Cl:1][CH2:2][C:3](=[O:10])[CH2:4][C:5]([O:7][CH2:8][CH3:9])=[O:6].[CH:11](OC)(OC)OC.O=P12OP3(OP(OP(O3)(O1)=O)(=O)O2)=O. (4) The reactants are [Cl:1][C:2]1[CH:11]=[C:10]2[C:5]([N:6]=[C:7]([C:15]3[CH2:20][CH2:19][N:18](C(OC(C)(C)C)=O)[CH2:17][CH:16]=3)[C:8]3[N:9]2[CH:12]=[N:13][N:14]=3)=[CH:4][CH:3]=1.C(Cl)Cl.FC(F)(F)C(O)=O. The catalyst is CO.C(Cl)Cl. The product is [Cl:1][C:2]1[CH:11]=[C:10]2[C:5]([N:6]=[C:7]([C:15]3[CH2:20][CH2:19][NH:18][CH2:17][CH:16]=3)[C:8]3[N:9]2[CH:12]=[N:13][N:14]=3)=[CH:4][CH:3]=1. The yield is 0.820. (5) The reactants are [OH:1][C:2]1[C:7]2[CH:8]=[C:9]([CH3:11])[O:10][C:6]=2[CH:5]=[C:4]([C:12]([O:14][CH2:15][CH3:16])=[O:13])[CH:3]=1.F[C:18]1[CH:23]=[CH:22][C:21]([S:24]([CH3:27])(=[O:26])=[O:25])=[CH:20][CH:19]=1.C([O-])([O-])=O.[Cs+].[Cs+]. The catalyst is CN(C=O)C. The product is [CH3:11][C:9]1[O:10][C:6]2[CH:5]=[C:4]([C:12]([O:14][CH2:15][CH3:16])=[O:13])[CH:3]=[C:2]([O:1][C:18]3[CH:23]=[CH:22][C:21]([S:24]([CH3:27])(=[O:26])=[O:25])=[CH:20][CH:19]=3)[C:7]=2[CH:8]=1. The yield is 0.660. (6) The reactants are [OH:1][C:2]1[CH:7]=[CH:6][C:5]([C:8]([N:10]2[CH2:14][CH2:13][CH2:12][CH2:11]2)=[O:9])=[CH:4][C:3]=1[C:15]1[CH:24]=[CH:23][C:22]2[C:17](=[CH:18][CH:19]=[C:20]([C:25]([OH:27])=[O:26])[CH:21]=2)[N:16]=1.[CH3:28]O. The catalyst is Cl.O1CCOCC1. The product is [CH3:28][O:26][C:25]([C:20]1[CH:21]=[C:22]2[C:17](=[CH:18][CH:19]=1)[N:16]=[C:15]([C:3]1[CH:4]=[C:5]([C:8]([N:10]3[CH2:14][CH2:13][CH2:12][CH2:11]3)=[O:9])[CH:6]=[CH:7][C:2]=1[OH:1])[CH:24]=[CH:23]2)=[O:27]. The yield is 1.00. (7) The reactants are Cl[C:2]1[CH:7]=[C:6]([Cl:8])[N:5]=[C:4]([CH2:9][O:10][CH3:11])[N:3]=1.[Cl:12][C:13]1[CH:18]=[C:17]([Cl:19])[CH:16]=[CH:15][C:14]=1[CH2:20][CH2:21][NH2:22].C(=O)(O)[O-].[Na+].O. The catalyst is CCO. The product is [Cl:8][C:6]1[N:5]=[C:4]([CH2:9][O:10][CH3:11])[N:3]=[C:2]([NH:22][CH2:21][CH2:20][C:14]2[CH:15]=[CH:16][C:17]([Cl:19])=[CH:18][C:13]=2[Cl:12])[CH:7]=1. The yield is 0.440.